The task is: Predict the product of the given reaction.. This data is from Forward reaction prediction with 1.9M reactions from USPTO patents (1976-2016). Given the reactants O=C1N(NS(C)(=O)=O)C(=O)C2C(=CC(C(F)(F)F)=C([C@H]3CCCO3)C=2)N1.[CH2:27]([O:29][C:30](=[O:36])[CH2:31][CH2:32][C:33](Cl)=[O:34])[CH3:28], predict the reaction product. The product is: [CH2:27]([O:29][C:30](=[O:36])[CH2:31][CH2:32][CH:33]=[O:34])[CH3:28].